Dataset: Catalyst prediction with 721,799 reactions and 888 catalyst types from USPTO. Task: Predict which catalyst facilitates the given reaction. Reactant: Cl[C:2]1[CH:10]=[CH:9][C:5]([C:6]([OH:8])=[O:7])=[CH:4][N:3]=1.[NH:11]1[CH2:16][CH2:15][O:14][CH2:13][CH2:12]1. Product: [N:11]1([C:2]2[CH:10]=[CH:9][C:5]([C:6]([OH:8])=[O:7])=[CH:4][N:3]=2)[CH2:16][CH2:15][O:14][CH2:13][CH2:12]1. The catalyst class is: 10.